From a dataset of Peptide-MHC class I binding affinity with 185,985 pairs from IEDB/IMGT. Regression. Given a peptide amino acid sequence and an MHC pseudo amino acid sequence, predict their binding affinity value. This is MHC class I binding data. (1) The peptide sequence is YMIGQTGIQR. The MHC is HLA-A68:01 with pseudo-sequence HLA-A68:01. The binding affinity (normalized) is 0.576. (2) The peptide sequence is SSLRYGNVL. The MHC is HLA-B27:03 with pseudo-sequence HLA-B27:03. The binding affinity (normalized) is 0.0847. (3) The peptide sequence is EYLVSFGVW. The MHC is Mamu-B17 with pseudo-sequence Mamu-B17. The binding affinity (normalized) is 0.250. (4) The peptide sequence is EPHWIAASI. The MHC is HLA-B51:01 with pseudo-sequence HLA-B51:01. The binding affinity (normalized) is 0.524. (5) The peptide sequence is GTLSYDNLK. The MHC is HLA-B15:01 with pseudo-sequence HLA-B15:01. The binding affinity (normalized) is 0.0847. (6) The peptide sequence is ITPMMRHTI. The MHC is HLA-A24:02 with pseudo-sequence HLA-A24:02. The binding affinity (normalized) is 0.419. (7) The peptide sequence is YPLHEQHGM. The MHC is HLA-A02:01 with pseudo-sequence HLA-A02:01. The binding affinity (normalized) is 0.0847. (8) The peptide sequence is YLYETYHLI. The MHC is HLA-A02:03 with pseudo-sequence HLA-A02:03. The binding affinity (normalized) is 1.00. (9) The peptide sequence is RYICPVQQI. The MHC is HLA-A26:01 with pseudo-sequence HLA-A26:01. The binding affinity (normalized) is 0.0847.